This data is from Catalyst prediction with 721,799 reactions and 888 catalyst types from USPTO. The task is: Predict which catalyst facilitates the given reaction. (1) Reactant: [Cl:1][C:2]1[CH:7]=[CH:6][C:5]([N:8]2[C:12]([I:13])=[CH:11][C:10]([N:14]3C(C)=CC=C3C)=[N:9]2)=[CH:4][CH:3]=1.[Cl-].O[NH3+].C(N(CC)CC)C. Product: [Cl:1][C:2]1[CH:3]=[CH:4][C:5]([N:8]2[C:12]([I:13])=[CH:11][C:10]([NH2:14])=[N:9]2)=[CH:6][CH:7]=1. The catalyst class is: 195. (2) Reactant: [CH:1]1[C:10]2[C:5](=[CH:6][C:7]([NH:11][C:12](=[O:42])[CH:13]([C:24]3[CH:29]=[CH:28][C:27]([CH2:30][O:31][Si](C(C)C)(C(C)C)C(C)C)=[CH:26][CH:25]=3)[CH2:14][N:15]([CH3:23])[C:16](=[O:22])[O:17][C:18]([CH3:21])([CH3:20])[CH3:19])=[CH:8][CH:9]=2)[CH:4]=[CH:3][N:2]=1.CCCC[N+](CCCC)(CCCC)CCCC.[F-].CCOC(C)=O. Product: [OH:31][CH2:30][C:27]1[CH:26]=[CH:25][C:24]([CH:13]([C:12]([NH:11][C:7]2[CH:6]=[C:5]3[C:10](=[CH:9][CH:8]=2)[CH:1]=[N:2][CH:3]=[CH:4]3)=[O:42])[CH2:14][N:15]([CH3:23])[C:16](=[O:22])[O:17][C:18]([CH3:20])([CH3:19])[CH3:21])=[CH:29][CH:28]=1. The catalyst class is: 1. (3) Reactant: [Br:1][C:2]1[CH:7]=[CH:6][C:5]([CH2:8][C:9]([O:11][CH2:12][CH3:13])=[O:10])=[CH:4][CH:3]=1.[H-].[Na+].Br[CH2:17][CH2:18][CH2:19][CH2:20]Br.Cl. Product: [CH2:12]([O:11][C:9]([C:8]1([C:5]2[CH:4]=[CH:3][C:2]([Br:1])=[CH:7][CH:6]=2)[CH2:20][CH2:19][CH2:18][CH2:17]1)=[O:10])[CH3:13]. The catalyst class is: 31. (4) Reactant: C(OC(=O)CC1OB(O)C2C=C(OC3SC(Br)=NN=3)C=C(C)C1=2)C.[CH2:25]([O:27][C:28](=[O:49])[CH2:29][CH:30]1[O:34][B:33]([OH:35])[C:32]2[CH:36]=[C:37]([O:40][C:41]3[S:42][C:43]([N+:46]([O-])=O)=[N:44][N:45]=3)[CH:38]=[CH:39][C:31]1=2)[CH3:26]. Product: [CH2:25]([O:27][C:28](=[O:49])[CH2:29][CH:30]1[O:34][B:33]([OH:35])[C:32]2[CH:36]=[C:37]([O:40][C:41]3[S:42][C:43]([NH2:46])=[N:44][N:45]=3)[CH:38]=[CH:39][C:31]1=2)[CH3:26]. The catalyst class is: 19. (5) Reactant: [CH:1]1([CH2:6][CH:7]([C:11]2[CH:21]=[CH:20][C:14]3[S:15](=[O:19])(=[O:18])[CH2:16][CH2:17][C:13]=3[CH:12]=2)[C:8]([OH:10])=O)[CH2:5][CH2:4][CH2:3][CH2:2]1.C(Cl)(=O)C(Cl)=O.[NH2:28][C:29]1[CH:33]=[CH:32][N:31]([CH2:34][C:35]([CH3:38])([OH:37])[CH3:36])[N:30]=1.N1C(C)=CC=CC=1C. Product: [CH:1]1([CH2:6][CH:7]([C:11]2[CH:21]=[CH:20][C:14]3[S:15](=[O:19])(=[O:18])[CH2:16][CH2:17][C:13]=3[CH:12]=2)[C:8]([NH:28][C:29]2[CH:33]=[CH:32][N:31]([CH2:34][C:35]([OH:37])([CH3:36])[CH3:38])[N:30]=2)=[O:10])[CH2:2][CH2:3][CH2:4][CH2:5]1. The catalyst class is: 306. (6) Reactant: [C:1]([O:5][C:6](=[O:17])[CH2:7][C:8]1[CH:13]=[CH:12][CH:11]=[CH:10][C:9]=1CCN)([CH3:4])([CH3:3])[CH3:2].[CH2:18]([N:20](CC)CC)[CH3:19].[CH3:25][S:26](Cl)(=[O:28])=[O:27]. Product: [C:1]([O:5][C:6](=[O:17])[CH2:7][C:8]1[CH:9]=[CH:10][CH:11]=[C:12]([CH2:19][CH2:18][NH:20][S:26]([CH3:25])(=[O:28])=[O:27])[CH:13]=1)([CH3:2])([CH3:3])[CH3:4]. The catalyst class is: 2. (7) The catalyst class is: 4. Product: [F:1][C:2]1[CH:3]=[CH:4][C:5]([C@@H:8]2[CH2:9][O:25][C:12]([C:13]3[CH:18]=[CH:17][C:16]([C@@H:19]4[O:24][CH2:23][CH2:22][NH:21][CH2:20]4)=[CH:15][CH:14]=3)=[N:11]2)=[CH:6][CH:7]=1. Reactant: [F:1][C:2]1[CH:7]=[CH:6][C:5]([C@@H:8]([NH:11][C:12](=[O:25])[C:13]2[CH:18]=[CH:17][C:16]([C@@H:19]3[O:24][CH2:23][CH2:22][NH:21][CH2:20]3)=[CH:15][CH:14]=2)[CH2:9]O)=[CH:4][CH:3]=1.C(N(S(F)(F)F)CC)C.[OH-].[NH4+].CCCCCCC.C(OC(=O)C)C. (8) Reactant: [CH:1]([CH:3]1[CH2:6][N:5]([C:7]([O:9][C:10]([CH3:13])([CH3:12])[CH3:11])=[O:8])[CH2:4]1)=O.[C:14](=O)([O-])[O-].[K+].[K+].CC(C)C(=O)C(P(=O)([O-])[O-])=[N+]=[N-]. Product: [C:1]([CH:3]1[CH2:6][N:5]([C:7]([O:9][C:10]([CH3:13])([CH3:12])[CH3:11])=[O:8])[CH2:4]1)#[CH:14]. The catalyst class is: 5. (9) Reactant: [C:1]12([C:11](=[O:20])[CH2:12][S:13][C:14]3[N:15]([CH3:19])[CH:16]=[CH:17][N:18]=3)[CH2:10][CH:5]3[CH2:6][CH:7]([CH2:9][CH:3]([CH2:4]3)[CH2:2]1)[CH2:8]2.C1C=C(Cl)C=C(C(OO)=[O:29])C=1. Product: [C:1]12([C:11](=[O:20])[CH2:12][S:13]([C:14]3[N:15]([CH3:19])[CH:16]=[CH:17][N:18]=3)=[O:29])[CH2:8][CH:7]3[CH2:9][CH:3]([CH2:4][CH:5]([CH2:6]3)[CH2:10]1)[CH2:2]2. The catalyst class is: 2.